This data is from Forward reaction prediction with 1.9M reactions from USPTO patents (1976-2016). The task is: Predict the product of the given reaction. (1) Given the reactants [C:1]([C:3]1[CH:4]=[C:5]([CH2:10][C:11]([O:13]C(C)(C)C)=[O:12])[CH:6]=[CH:7][C:8]=1F)#[N:2].[Cl:18][C:19]1[CH:39]=[CH:38][C:22]([CH2:23][CH2:24][NH:25][C:26]([C:28]2[CH:37]=[CH:36][C:31]3[NH:32][C:33]([CH3:35])=[N:34][C:30]=3[CH:29]=2)=[O:27])=[CH:21][CH:20]=1.C(=O)([O-])[O-].[K+].[K+], predict the reaction product. The product is: [Cl:18][C:19]1[CH:20]=[CH:21][C:22]([CH2:23][CH2:24][NH:25][C:26]([C:28]2[CH:37]=[CH:36][C:31]3[N:32]([C:8]4[CH:7]=[CH:6][C:5]([CH2:10][C:11]([OH:13])=[O:12])=[CH:4][C:3]=4[C:1]#[N:2])[C:33]([CH3:35])=[N:34][C:30]=3[CH:29]=2)=[O:27])=[CH:38][CH:39]=1.[Cl:18][C:19]1[CH:20]=[CH:21][C:22]([CH2:23][CH2:24][NH:25][C:26]([C:28]2[CH:37]=[CH:36][C:31]3[N:32]=[C:33]([CH3:35])[N:34]([C:8]4[CH:7]=[CH:6][C:5]([CH2:10][C:11]([OH:13])=[O:12])=[CH:4][C:3]=4[C:1]#[N:2])[C:30]=3[CH:29]=2)=[O:27])=[CH:38][CH:39]=1. (2) Given the reactants Cl[C:2]1[C:7]([C:8]2[CH:13]=[CH:12][C:11]([Br:14])=[CH:10][CH:9]=2)=[C:6]([Cl:15])[N:5]=[CH:4][N:3]=1.[K].C(O[CH2:25][CH2:26][CH2:27][NH:28][S:29]([NH2:32])(=[O:31])=[O:30])C1C=CC=CC=1.[C:33](O)(=O)[CH2:34][C:35]([CH2:40][C:41](O)=O)([C:37]([OH:39])=O)O.[CH3:46]S(C)=O, predict the reaction product. The product is: [Cl:15][C:6]1[N:5]=[CH:4][N:3]=[C:2]([NH:32][S:29](=[O:31])(=[O:30])[NH:28][CH:27]([O:39][CH2:37][C:35]2[CH:34]=[CH:33][CH:46]=[CH:41][CH:40]=2)[CH2:26][CH3:25])[C:7]=1[C:8]1[CH:13]=[CH:12][C:11]([Br:14])=[CH:10][CH:9]=1. (3) Given the reactants C([O:3][C:4]([C:6]1[O:7][C:8]2[C:14]([N:15]3[CH2:20][CH2:19][N:18]([CH2:21][C:22]4[CH:27]=[CH:26][CH:25]=[CH:24][CH:23]=4)[CH2:17][CH2:16]3)=[CH:13][CH:12]=[CH:11][C:9]=2[CH:10]=1)=O)C.C[Al](C)C.C[Al](C)C.C1N2CC[N:38]([CH2:39]C2)[CH2:37]1.CNC, predict the reaction product. The product is: [CH2:21]([N:18]1[CH2:17][CH2:16][N:15]([C:14]2[C:8]3[O:7][C:6]([C:4]([N:38]([CH3:39])[CH3:37])=[O:3])=[CH:10][C:9]=3[CH:11]=[CH:12][CH:13]=2)[CH2:20][CH2:19]1)[C:22]1[CH:27]=[CH:26][CH:25]=[CH:24][CH:23]=1. (4) Given the reactants [CH3:1][C:2]1(C)[O:7][C:6]2[CH:8]=[CH:9][C:10]([C@@H:12]([OH:38])[CH2:13][NH:14][CH2:15][CH2:16][C:17]3[CH:18]=[CH:19][C:20]4[O:25][CH2:24][C@@H:23]([CH2:26][O:27][CH2:28][C:29]5[CH:30]=[C:31]([CH:34]=[CH:35][CH:36]=5)[C:32]#[N:33])[O:22][C:21]=4[CH:37]=3)=[CH:11][C:5]=2[CH2:4][O:3]1.O, predict the reaction product. The product is: [C:2]([OH:7])(=[O:3])[CH3:1].[OH:38][C@H:12]([C:10]1[CH:9]=[CH:8][C:6]([OH:7])=[C:5]([CH2:4][OH:3])[CH:11]=1)[CH2:13][NH:14][CH2:15][CH2:16][C:17]1[CH:18]=[CH:19][C:20]2[O:25][CH2:24][C@@H:23]([CH2:26][O:27][CH2:28][C:29]3[CH:30]=[C:31]([CH:34]=[CH:35][CH:36]=3)[C:32]#[N:33])[O:22][C:21]=2[CH:37]=1. (5) Given the reactants [F:1][C:2]1[CH:3]=[C:4]([CH:34]=[CH:35][C:36]=1[OH:37])[C:5]([CH2:7][NH:8][C:9]1[CH:14]=[C:13]([O:15][CH3:16])[CH:12]=[CH:11][C:10]=1[CH:17]1[CH2:26][CH2:25][C:24]2[CH:23]=[C:22]([O:27]C(=O)C(C)(C)C)[CH:21]=[CH:20][C:19]=2[CH2:18]1)=O.Cl[CH2:39][C:40]([N:42]([CH2:45][CH3:46])[CH2:43][CH3:44])=O, predict the reaction product. The product is: [CH2:43]([N:42]([CH2:45][CH3:46])[CH2:40][CH2:39][O:37][C:36]1[CH:35]=[CH:34][C:4]([CH2:5][CH2:7][NH:8][C:9]2[CH:14]=[C:13]([O:15][CH3:16])[CH:12]=[CH:11][C:10]=2[CH:17]2[CH2:26][CH2:25][C:24]3[CH:23]=[C:22]([OH:27])[CH:21]=[CH:20][C:19]=3[CH2:18]2)=[CH:3][C:2]=1[F:1])[CH3:44]. (6) Given the reactants C1C=CC(P([C:14]2[CH:19]=[CH:18][CH:17]=[CH:16][CH:15]=2)C2C=CC=CC=2)=CC=1.[H-].[Na+].C1(S[S:29][C:30]2[CH:35]=[CH:34][CH:33]=[CH:32][CH:31]=2)C=CC=CC=1.C1C=C(Cl)[CH:39]=[C:38]([C:43]([O:45]O)=O)C=1.[Li+].[OH-:48].[NH2:49][O:50]C1CCCCO1.C1CN([P+](ON2N=[N:81][C:76]3[CH:77]=CC=CC2=3)(N2CCCC2)N2CCCC2)CC1.F[P-](F)(F)(F)(F)F.C(O)(C(F)(F)F)=O.C[OH:98], predict the reaction product. The product is: [C:30]1([S:29]([C:77]2[C:15]3[C:14](=[CH:19][C:18]([CH:39]=[CH:38][C:43]([NH:49][OH:50])=[O:45])=[CH:17][CH:16]=3)[NH:81][CH:76]=2)(=[O:98])=[O:48])[CH:31]=[CH:32][CH:33]=[CH:34][CH:35]=1. (7) Given the reactants [CH2:1]([N:8]1[C:16]2[C:11](=[CH:12][C:13]([NH:17][C:18]3[N:26]=[CH:25][C:24]([CH:27]4[CH2:29][CH2:28]4)=[CH:23][C:19]=3[C:20]([OH:22])=O)=[CH:14][CH:15]=2)[CH:10]=[CH:9]1)[C:2]1[CH:7]=[CH:6][CH:5]=[CH:4][CH:3]=1.C(N1C=CN=C1)(N1C=CN=C1)=O.[F:42][C:43]([F:49])([F:48])[S:44]([NH2:47])(=[O:46])=[O:45].N12CCCN=C1CCCCC2.Cl, predict the reaction product. The product is: [CH2:1]([N:8]1[C:16]2[C:11](=[CH:12][C:13]([NH:17][C:18]3[N:26]=[CH:25][C:24]([CH:27]4[CH2:28][CH2:29]4)=[CH:23][C:19]=3[C:20]([NH:47][S:44]([C:43]([F:49])([F:48])[F:42])(=[O:46])=[O:45])=[O:22])=[CH:14][CH:15]=2)[CH:10]=[CH:9]1)[C:2]1[CH:3]=[CH:4][CH:5]=[CH:6][CH:7]=1. (8) Given the reactants [F:1][C:2]1[CH:3]=[C:4]([C:8]2[CH:9]=[C:10]([CH3:26])[C:11]([CH3:25])=[C:12]([CH2:14][NH:15][C:16]3[C:17]([CH3:24])=[C:18]([OH:23])[CH:19]=[CH:20][C:21]=3[CH3:22])[CH:13]=2)[CH:5]=[CH:6][CH:7]=1.C([O-])([O-])=O.[Cs+].[Cs+].Br[CH2:34][C:35]([O:37][CH:38]([CH3:40])[CH3:39])=[O:36].O, predict the reaction product. The product is: [F:1][C:2]1[CH:3]=[C:4]([C:8]2[CH:9]=[C:10]([CH3:26])[C:11]([CH3:25])=[C:12]([CH2:14][NH:15][C:16]3[C:17]([CH3:24])=[C:18]([CH:19]=[CH:20][C:21]=3[CH3:22])[O:23][CH2:34][C:35]([O:37][CH:38]([CH3:40])[CH3:39])=[O:36])[CH:13]=2)[CH:5]=[CH:6][CH:7]=1.